Dataset: NCI-60 drug combinations with 297,098 pairs across 59 cell lines. Task: Regression. Given two drug SMILES strings and cell line genomic features, predict the synergy score measuring deviation from expected non-interaction effect. (1) Drug 1: CN1CCC(CC1)COC2=C(C=C3C(=C2)N=CN=C3NC4=C(C=C(C=C4)Br)F)OC. Drug 2: CC(C)NC(=O)C1=CC=C(C=C1)CNNC.Cl. Cell line: DU-145. Synergy scores: CSS=14.7, Synergy_ZIP=-4.03, Synergy_Bliss=1.94, Synergy_Loewe=-14.4, Synergy_HSA=-0.0839. (2) Drug 1: C1CC(=O)NC(=O)C1N2CC3=C(C2=O)C=CC=C3N. Drug 2: CN(CC1=CN=C2C(=N1)C(=NC(=N2)N)N)C3=CC=C(C=C3)C(=O)NC(CCC(=O)O)C(=O)O. Cell line: A549. Synergy scores: CSS=49.7, Synergy_ZIP=-0.0137, Synergy_Bliss=0.140, Synergy_Loewe=0.170, Synergy_HSA=2.36. (3) Drug 1: C1=CN(C=N1)CC(O)(P(=O)(O)O)P(=O)(O)O. Drug 2: CCN(CC)CCCC(C)NC1=C2C=C(C=CC2=NC3=C1C=CC(=C3)Cl)OC. Cell line: EKVX. Synergy scores: CSS=2.71, Synergy_ZIP=-3.37, Synergy_Bliss=-1.28, Synergy_Loewe=-16.3, Synergy_HSA=-6.50. (4) Drug 1: C1CCN(CC1)CCOC2=CC=C(C=C2)C(=O)C3=C(SC4=C3C=CC(=C4)O)C5=CC=C(C=C5)O. Drug 2: C1=CC(=C2C(=C1NCCNCCO)C(=O)C3=C(C=CC(=C3C2=O)O)O)NCCNCCO. Cell line: SR. Synergy scores: CSS=56.2, Synergy_ZIP=8.98, Synergy_Bliss=5.55, Synergy_Loewe=-22.1, Synergy_HSA=5.52. (5) Drug 1: C1CCC(CC1)NC(=O)N(CCCl)N=O. Drug 2: C1CN(CCN1C(=O)CCBr)C(=O)CCBr. Cell line: OVCAR-4. Synergy scores: CSS=10.9, Synergy_ZIP=-1.92, Synergy_Bliss=1.72, Synergy_Loewe=-0.152, Synergy_HSA=0.735. (6) Drug 1: C1CCC(CC1)NC(=O)N(CCCl)N=O. Drug 2: C1=NC2=C(N1)C(=S)N=CN2. Cell line: HL-60(TB). Synergy scores: CSS=23.5, Synergy_ZIP=-9.20, Synergy_Bliss=-17.3, Synergy_Loewe=-17.7, Synergy_HSA=-15.8.